From a dataset of Reaction yield outcomes from USPTO patents with 853,638 reactions. Predict the reaction yield, written as a fraction of the theoretical maximum amount of product (1.0 means a 100% yield; for example, 0.34 means a 34% yield). (1) The reactants are [CH3:1][O:2][C:3]1[CH:8]=[C:7]([S:9]([CH3:12])(=[O:11])=[O:10])[CH:6]=[CH:5][C:4]=1B1OC(C)(C)C(C)(C)O1.[Br:22][C:23]1[CH:24]=[CH:25][C:26]([F:30])=[C:27](I)[CH:28]=1.C([O-])([O-])=O.[Na+].[Na+]. The catalyst is O1CCOCC1.O.C1C=CC([P]([Pd]([P](C2C=CC=CC=2)(C2C=CC=CC=2)C2C=CC=CC=2)([P](C2C=CC=CC=2)(C2C=CC=CC=2)C2C=CC=CC=2)[P](C2C=CC=CC=2)(C2C=CC=CC=2)C2C=CC=CC=2)(C2C=CC=CC=2)C2C=CC=CC=2)=CC=1. The product is [Br:22][C:23]1[CH:28]=[CH:27][C:26]([F:30])=[C:25]([C:4]2[CH:5]=[CH:6][C:7]([S:9]([CH3:12])(=[O:10])=[O:11])=[CH:8][C:3]=2[O:2][CH3:1])[CH:24]=1. The yield is 0.710. (2) The reactants are [CH2:1]([O:3][CH:4]([O:31][CH2:32][CH3:33])[C:5]1[CH:6]=[CH:7][C:8]([C:11]2[S:19][C:18]3[C:13](=[N:14][CH:15]=[CH:16][C:17]=3[O:20][C:21]3[CH:26]=[CH:25][C:24]([N+:27]([O-])=O)=[CH:23][C:22]=3[F:30])[CH:12]=2)=[N:9][CH:10]=1)[CH3:2]. The catalyst is CCO.[Pd]. The product is [CH2:32]([O:31][CH:4]([O:3][CH2:1][CH3:2])[C:5]1[CH:6]=[CH:7][C:8]([C:11]2[S:19][C:18]3[C:13](=[N:14][CH:15]=[CH:16][C:17]=3[O:20][C:21]3[CH:26]=[CH:25][C:24]([NH2:27])=[CH:23][C:22]=3[F:30])[CH:12]=2)=[N:9][CH:10]=1)[CH3:33]. The yield is 0.520.